This data is from Reaction yield outcomes from USPTO patents with 853,638 reactions. The task is: Predict the reaction yield, written as a fraction of the theoretical maximum amount of product (1.0 means a 100% yield; for example, 0.34 means a 34% yield). (1) The reactants are [C:1]1([S:7]([Cl:10])(=[O:9])=[O:8])[CH:6]=[CH:5][CH:4]=[CH:3][CH:2]=1.[CH3:11][O:12][CH2:13][C:14]1[CH:19]=[CH:18][C:17]([C:20]2[C:21]([N:26]3[CH2:31][CH2:30][N:29]([CH2:32][CH2:33][NH:34][CH3:35])[CH2:28][CH2:27]3)=[N:22][CH:23]=[CH:24][N:25]=2)=[CH:16][CH:15]=1.N1CCOCC1. The catalyst is ClCCl. The product is [ClH:10].[CH3:11][O:12][CH2:13][C:14]1[CH:15]=[CH:16][C:17]([C:20]2[C:21]([N:26]3[CH2:27][CH2:28][N:29]([CH2:32][CH2:33][N:34]([CH3:35])[S:7]([C:1]4[CH:6]=[CH:5][CH:4]=[CH:3][CH:2]=4)(=[O:9])=[O:8])[CH2:30][CH2:31]3)=[N:22][CH:23]=[CH:24][N:25]=2)=[CH:18][CH:19]=1. The yield is 0.950. (2) The reactants are [F:1][C:2]1[CH:3]=[C:4]([C:8]2[N:13]=[CH:12][C:11]([C:14]([OH:16])=O)=[CH:10][N:9]=2)[CH:5]=[CH:6][CH:7]=1.CN(C(ON1N=NC2C=CC=NC1=2)=[N+](C)C)C.F[P-](F)(F)(F)(F)F.OC1C=CC2NN=NC=2N=1.[NH2:51][N:52]1[C:60]2[C:55](=[C:56]([F:61])[CH:57]=[CH:58][CH:59]=2)[CH:54]=[CH:53]1.CCN(C(C)C)C(C)C. The catalyst is CN(C=O)C. The product is [F:61][C:56]1[CH:57]=[CH:58][CH:59]=[C:60]2[C:55]=1[CH:54]=[CH:53][N:52]2[NH:51][C:14]([C:11]1[CH:12]=[N:13][C:8]([C:4]2[CH:5]=[CH:6][CH:7]=[C:2]([F:1])[CH:3]=2)=[N:9][CH:10]=1)=[O:16]. The yield is 0.530. (3) The reactants are [CH:1]1[C:6]([CH2:7]Br)=[CH:5][CH:4]=[C:3]([CH2:9][Br:10])[CH:2]=1.C(=O)([O-])[O-].[K+].[K+].[C:17]([O:21][C:22]([N:24]1[CH2:37][CH2:36][CH2:35][NH:34][CH2:33][CH2:32][N:31]([C:38]([O:40][C:41]([CH3:44])([CH3:43])[CH3:42])=[O:39])[CH2:30][CH2:29][CH2:28][N:27]([C:45]([O:47][C:48]([CH3:51])([CH3:50])[CH3:49])=[O:46])[CH2:26][CH2:25]1)=[O:23])([CH3:20])([CH3:19])[CH3:18]. The catalyst is C(#N)C. The product is [Br:10][CH2:9][C:3]1[CH:2]=[CH:1][C:6]([CH2:7][N:34]2[CH2:35][CH2:36][CH2:37][N:24]([C:22]([O:21][C:17]([CH3:18])([CH3:19])[CH3:20])=[O:23])[CH2:25][CH2:26][N:27]([C:45]([O:47][C:48]([CH3:50])([CH3:49])[CH3:51])=[O:46])[CH2:28][CH2:29][CH2:30][N:31]([C:38]([O:40][C:41]([CH3:44])([CH3:43])[CH3:42])=[O:39])[CH2:32][CH2:33]2)=[CH:5][CH:4]=1. The yield is 0.900. (4) The reactants are [NH2:1][C:2]1[N:7]=[CH:6][C:5]([C:8]2[CH:9]=[CH:10][C:11]3[N:12]([CH:14]=[C:15]([NH:17][C:18](=[O:34])[CH2:19][CH2:20][CH:21]4[CH2:26][CH2:25][CH2:24][CH2:23][N:22]4C(OC(C)(C)C)=O)[N:16]=3)[N:13]=2)=[CH:4][C:3]=1[C:35]([F:38])([F:37])[F:36].Cl. The catalyst is O1CCOCC1. The product is [NH2:1][C:2]1[N:7]=[CH:6][C:5]([C:8]2[CH:9]=[CH:10][C:11]3[N:12]([CH:14]=[C:15]([NH:17][C:18](=[O:34])[CH2:19][CH2:20][CH:21]4[CH2:26][CH2:25][CH2:24][CH2:23][NH:22]4)[N:16]=3)[N:13]=2)=[CH:4][C:3]=1[C:35]([F:36])([F:38])[F:37]. The yield is 0.400. (5) The reactants are [CH2:1]([NH:8][C:9](=[O:18])[C:10]1[CH:15]=[CH:14][C:13]([NH:16][NH2:17])=N[CH:11]=1)[C:2]1[CH:7]=[CH:6][CH:5]=[CH:4][CH:3]=1.[C:19]([C:21]1[CH:26]=[CH:25][C:24]([C:27](=[CH:33]N(C)C)[C:28]([O:30][CH2:31][CH3:32])=[O:29])=[CH:23][CH:22]=1)#[N:20].[CH2:37](O)C. The catalyst is C(Cl)Cl. The product is [CH2:1]([NH:8][C:9]([C:10]1[CH:15]=[CH:14][C:13]([NH:16][NH:17][CH:33]=[C:27]([C:24]2[CH:25]=[CH:26][C:21]([C:19]#[N:20])=[CH:22][CH:23]=2)[C:28]([O:30][CH2:31][CH3:32])=[O:29])=[CH:37][CH:11]=1)=[O:18])[C:2]1[CH:7]=[CH:6][CH:5]=[CH:4][CH:3]=1. The yield is 0.390.